This data is from Forward reaction prediction with 1.9M reactions from USPTO patents (1976-2016). The task is: Predict the product of the given reaction. Given the reactants [CH3:1][O:2][C:3](=[O:19])[C:4]([C:14](=[O:18])[CH:15]([CH3:17])[CH3:16])=[C:5]([C:7]1[CH:12]=[CH:11][C:10]([F:13])=[CH:9][CH:8]=1)[OH:6].[C:20](OC)(OC)(OC)CCC.S([O-])([O-])(=O)=O.[Mg+2], predict the reaction product. The product is: [CH3:1][O:2][C:3](=[O:19])[C:4]([C:5](=[O:6])[C:7]1[CH:12]=[CH:11][C:10]([F:13])=[CH:9][CH:8]=1)=[C:14]([O:18][CH3:20])[CH:15]([CH3:17])[CH3:16].